Dataset: Peptide-MHC class II binding affinity with 134,281 pairs from IEDB. Task: Regression. Given a peptide amino acid sequence and an MHC pseudo amino acid sequence, predict their binding affinity value. This is MHC class II binding data. (1) The MHC is HLA-DQA10301-DQB10301 with pseudo-sequence YNYHERRFATVLHIVYFAYTYYDVRTETVHLETT. The binding affinity (normalized) is 0.104. The peptide sequence is AAREAEQWRAYLEGLCVE. (2) The binding affinity (normalized) is 0.900. The peptide sequence is EKKYFAATQFELLAA. The MHC is HLA-DPA10201-DPB11401 with pseudo-sequence HLA-DPA10201-DPB11401. (3) The peptide sequence is APTGMFVAGAKYMVI. The MHC is HLA-DQA10301-DQB10302 with pseudo-sequence HLA-DQA10301-DQB10302. The binding affinity (normalized) is 0.220. (4) The peptide sequence is CGSYVTKTSGSAASM. The MHC is HLA-DQA10601-DQB10402 with pseudo-sequence HLA-DQA10601-DQB10402. The binding affinity (normalized) is 0.486. (5) The peptide sequence is VKINDKCPSTGEAHL. The MHC is DRB4_0103 with pseudo-sequence DRB4_0103. The binding affinity (normalized) is 0.487. (6) The peptide sequence is GKCDSAGRSRRSRRA. The MHC is DRB1_1101 with pseudo-sequence DRB1_1101. The binding affinity (normalized) is 0.554.